This data is from Full USPTO retrosynthesis dataset with 1.9M reactions from patents (1976-2016). The task is: Predict the reactants needed to synthesize the given product. Given the product [N:1]1([CH2:23][CH2:22][CH2:21][C:10]2[N:9]=[N+:8]([O-:7])[C:13]3[CH:14]=[C:15]4[CH2:20][CH2:19][O:18][C:16]4=[CH:17][C:12]=3[N:11]=2)[CH2:6][CH2:5][O:4][CH2:3][CH2:2]1, predict the reactants needed to synthesize it. The reactants are: [NH:1]1[CH2:6][CH2:5][O:4][CH2:3][CH2:2]1.[O-:7][N+:8]1[C:13]2[CH:14]=[C:15]3[CH2:20][CH2:19][O:18][C:16]3=[CH:17][C:12]=2[N:11]=[C:10]([CH2:21][CH2:22][CH:23]=O)[N:9]=1.[BH3-]C#N.[Na+].CC(O)=O.